From a dataset of Catalyst prediction with 721,799 reactions and 888 catalyst types from USPTO. Predict which catalyst facilitates the given reaction. Reactant: N1C=CC=CC=1.[CH3:7][O:8][CH2:9][O:10][C:11]1[CH:12]=[C:13]([CH2:30][OH:31])[CH:14]=[C:15]([O:26][CH2:27][O:28][CH3:29])[C:16]=1[CH2:17]/[CH:18]=[CH:19]/[C:20]1[CH:25]=[CH:24][CH:23]=[CH:22][CH:21]=1. Product: [CH3:29][O:28][CH2:27][O:26][C:15]1[CH:14]=[C:13]([CH:12]=[C:11]([O:10][CH2:9][O:8][CH3:7])[C:16]=1[CH2:17]/[CH:18]=[CH:19]/[C:20]1[CH:21]=[CH:22][CH:23]=[CH:24][CH:25]=1)[CH:30]=[O:31]. The catalyst class is: 2.